This data is from Reaction yield outcomes from USPTO patents with 853,638 reactions. The task is: Predict the reaction yield, written as a fraction of the theoretical maximum amount of product (1.0 means a 100% yield; for example, 0.34 means a 34% yield). (1) The reactants are [C:1]1([S:7]([NH:10][CH2:11][CH2:12][CH2:13][CH2:14][C:15]([OH:17])=O)(=[O:9])=[O:8])[CH:6]=[CH:5][CH:4]=[CH:3][CH:2]=1.Cl.CN(C)CCCN=C=NCC.O.[OH:31][N:32]1C2C=CC=CC=2N=N1.O(N)C1CCCCO1.C12(CS(O)(=O)=O)C(C)(C)C(CC1)CC2=O. The catalyst is CN(C=O)C. The product is [OH:31][NH:32][C:15](=[O:17])[CH2:14][CH2:13][CH2:12][CH2:11][NH:10][S:7]([C:1]1[CH:6]=[CH:5][CH:4]=[CH:3][CH:2]=1)(=[O:9])=[O:8]. The yield is 0.480. (2) The reactants are C[O:2][C:3]([C:5]1[CH:6]=[C:7]([NH:10][C:11]2[C:20]3[C:15](=[CH:16][CH:17]=[CH:18][CH:19]=3)[N:14]=[C:13]([C:21]3[CH:26]=[CH:25][CH:24]=[CH:23][CH:22]=3)[N:12]=2)[NH:8][N:9]=1)=[O:4].[OH-].[Na+].Cl. No catalyst specified. The product is [C:3]([C:5]1[CH:6]=[C:7]([NH:10][C:11]2[C:20]3[C:15](=[CH:16][CH:17]=[CH:18][CH:19]=3)[N:14]=[C:13]([C:21]3[CH:26]=[CH:25][CH:24]=[CH:23][CH:22]=3)[N:12]=2)[NH:8][N:9]=1)([OH:4])=[O:2]. The yield is 0.940. (3) The reactants are [NH:1]1[CH2:5][CH2:4][C@@H:3]([O:6][N:7]=C(C2C=CC=CC=2)C2C=CC=CC=2)[CH2:2]1.[ClH:21]. The catalyst is CCO. The product is [ClH:21].[ClH:21].[NH:1]1[CH2:5][CH2:4][C@@H:3]([O:6][NH2:7])[CH2:2]1. The yield is 0.720.